From a dataset of Reaction yield outcomes from USPTO patents with 853,638 reactions. Predict the reaction yield, written as a fraction of the theoretical maximum amount of product (1.0 means a 100% yield; for example, 0.34 means a 34% yield). (1) The product is [Cl:35][CH2:36][CH2:37][O:38][CH2:39][CH2:40][O:12][C:11]1[CH:10]=[C:9]2[C:5]([C:6]([C:14]3[N:22]([S:23]([C:26]4[CH:27]=[CH:28][C:29]([CH3:32])=[CH:30][CH:31]=4)(=[O:25])=[O:24])[C:17]4=[N:18][CH:19]=[CH:20][CH:21]=[C:16]4[CH:15]=3)=[CH:7][N:8]2[CH3:13])=[CH:4][C:3]=1[O:2][CH3:1]. The yield is 0.390. The catalyst is CN(C)C=O.O. The reactants are [CH3:1][O:2][C:3]1[CH:4]=[C:5]2[C:9](=[CH:10][C:11]=1[OH:12])[N:8]([CH3:13])[CH:7]=[C:6]2[C:14]1[N:22]([S:23]([C:26]2[CH:31]=[CH:30][C:29]([CH3:32])=[CH:28][CH:27]=2)(=[O:25])=[O:24])[C:17]2=[N:18][CH:19]=[CH:20][CH:21]=[C:16]2[CH:15]=1.[H-].[Na+].[Cl:35][CH2:36][CH2:37][O:38][CH2:39][CH2:40]Cl.C1CCCCC1.C(OCC)(=O)C. (2) The reactants are [C:1]([O:7][CH2:8][CH3:9])(=[O:6])[CH2:2][C:3]([CH3:5])=O.[Cl:10][C:11]1[CH:18]=[CH:17][CH:16]=[CH:15][C:12]=1[CH:13]=O.[CH3:19][O:20][C:21](=[O:26])/[CH:22]=[C:23](\[NH2:25])/[CH3:24].CC(O)=O. The catalyst is CCO.CCOC(C)=O. The product is [Cl:10][C:11]1[CH:18]=[CH:17][CH:16]=[CH:15][C:12]=1[CH:13]1[C:22]([C:21]([O:20][CH3:19])=[O:26])=[C:23]([CH3:24])[NH:25][C:3]([CH3:5])=[C:2]1[C:1]([O:7][CH2:8][CH3:9])=[O:6]. The yield is 0.260. (3) The reactants are [Cl:1][C:2]1[CH:11]=[C:10]([C:12]2[N:17]=[C:16]3[N:18]([CH2:21][C:22]4[CH:23]=[C:24]5[C:29](=[CH:30][CH:31]=4)[N:28]=[CH:27][CH:26]=[CH:25]5)[N:19]=[N:20][C:15]3=[CH:14][CH:13]=2)[CH:9]=[CH:8][C:3]=1[C:4]([O:6]C)=[O:5].[OH-].[Li+].C1COCC1.Cl. The catalyst is CO.O. The product is [Cl:1][C:2]1[CH:11]=[C:10]([C:12]2[N:17]=[C:16]3[N:18]([CH2:21][C:22]4[CH:23]=[C:24]5[C:29](=[CH:30][CH:31]=4)[N:28]=[CH:27][CH:26]=[CH:25]5)[N:19]=[N:20][C:15]3=[CH:14][CH:13]=2)[CH:9]=[CH:8][C:3]=1[C:4]([OH:6])=[O:5]. The yield is 0.930. (4) The reactants are [H-].[Na+].[CH2:3]([N:5]([CH2:8][CH2:9][OH:10])[CH2:6][CH3:7])[CH3:4].Cl[C:12]1[C:25]2[C:16](=[C:17]3[C:22](=[CH:23][CH:24]=2)[CH:21]=[CH:20][CH:19]=[N:18]3)[N:15]=[C:14]([CH3:26])[CH:13]=1. The catalyst is C1COCC1. The product is [CH2:3]([N:5]([CH2:6][CH3:7])[CH2:8][CH2:9][O:10][C:12]1[C:25]2[C:16](=[C:17]3[C:22](=[CH:23][CH:24]=2)[CH:21]=[CH:20][CH:19]=[N:18]3)[N:15]=[C:14]([CH3:26])[CH:13]=1)[CH3:4]. The yield is 0.630. (5) The reactants are [Br:1][C:2]1[CH:15]=[CH:14][C:5]([CH2:6][S:7]([CH2:10][C:11](O)=O)(=[O:9])=[O:8])=[CH:4][CH:3]=1.[F:16][C:17]1[CH:24]=[CH:23][C:20](C=O)=[CH:19][CH:18]=1. No catalyst specified. The product is [Br:1][C:2]1[CH:15]=[CH:14][C:5]([CH2:6][S:7](/[CH:10]=[CH:11]/[C:20]2[CH:23]=[CH:24][C:17]([F:16])=[CH:18][CH:19]=2)(=[O:9])=[O:8])=[CH:4][CH:3]=1. The yield is 0.820. (6) The reactants are C(Cl)(=O)C(Cl)=O.CS(C)=O.C(N(CC)CC)C.[C:18]([O:22][C:23]([N:25]1[CH2:30][CH2:29][N:28]([CH2:31][C:32]2[CH:37]=[CH:36][CH:35]=[CH:34][CH:33]=2)[CH2:27][C@@H:26]1[CH2:38][CH2:39][OH:40])=[O:24])([CH3:21])([CH3:20])[CH3:19]. The catalyst is ClCCl. The product is [C:18]([O:22][C:23]([N:25]1[CH2:30][CH2:29][N:28]([CH2:31][C:32]2[CH:33]=[CH:34][CH:35]=[CH:36][CH:37]=2)[CH2:27][C@@H:26]1[CH2:38][CH:39]=[O:40])=[O:24])([CH3:21])([CH3:20])[CH3:19]. The yield is 0.500. (7) The reactants are [C:1]1([C:7]2[CH:8]=[CH:9][C:10]3[N:11]([C:13]([CH2:16][NH2:17])=[N:14][N:15]=3)[N:12]=2)[CH:6]=[CH:5][CH:4]=[CH:3][CH:2]=1.Cl[C:19]1[N:27]=[CH:26][N:25]=[C:24]2[C:20]=1[NH:21][CH:22]=[N:23]2.C(O)(CC)C. No catalyst specified. The product is [C:1]1([C:7]2[CH:8]=[CH:9][C:10]3[N:11]([C:13]([CH2:16][NH:17][C:19]4[N:27]=[CH:26][N:25]=[C:24]5[C:20]=4[NH:21][CH:22]=[N:23]5)=[N:14][N:15]=3)[N:12]=2)[CH:2]=[CH:3][CH:4]=[CH:5][CH:6]=1. The yield is 0.328.